From a dataset of Full USPTO retrosynthesis dataset with 1.9M reactions from patents (1976-2016). Predict the reactants needed to synthesize the given product. (1) Given the product [CH3:1][O:2][CH2:3]/[CH:4]=[CH:5]/[C:6]1[C:7]([NH:13][CH:14]2[CH2:15][CH2:16][N:17]([CH3:20])[CH2:18][CH2:19]2)=[CH:8][C:9]([NH:12][C:24]2[N:23]=[CH:22][C:27]([C:28]#[N:29])=[N:26][CH:25]=2)=[N:10][CH:11]=1, predict the reactants needed to synthesize it. The reactants are: [CH3:1][O:2][CH2:3]/[CH:4]=[CH:5]/[C:6]1[C:7]([NH:13][CH:14]2[CH2:19][CH2:18][N:17]([CH3:20])[CH2:16][CH2:15]2)=[CH:8][C:9]([NH2:12])=[N:10][CH:11]=1.Br[C:22]1[C:27]([C:28]#[N:29])=[N:26][CH:25]=[CH:24][N:23]=1.C1C=CC(P(C2C(C3C(P(C4C=CC=CC=4)C4C=CC=CC=4)=CC=C4C=3C=CC=C4)=C3C(C=CC=C3)=CC=2)C2C=CC=CC=2)=CC=1.CC(C)([O-])C.[Na+]. (2) The reactants are: [CH2:1]([O:8][C:9]1[CH:10]=C(C=[CH:16][C:17]=1[CH2:18][C:19]1[CH:24]=[CH:23][C:22]([CH2:25][CH3:26])=[CH:21][CH:20]=1)C(O)=O)[C:2]1[CH:7]=[CH:6][CH:5]=[CH:4][CH:3]=1.C([N:29]([CH2:32][CH3:33])[CH2:30]C)C.C1(P(N=[N+]=[N-])(C2C=CC=CC=2)=[O:41])C=CC=CC=1.[CH2:51]([OH:58])[C:52]1[CH:57]=[CH:56][CH:55]=[CH:54][CH:53]=1. Given the product [CH2:1]([O:8][C:9]1[CH:10]=[C:32]([NH:29][C:30](=[O:41])[O:58][CH2:51][C:52]2[CH:57]=[CH:56][CH:55]=[CH:54][CH:53]=2)[CH:33]=[CH:16][C:17]=1[CH2:18][C:19]1[CH:20]=[CH:21][C:22]([CH2:25][CH3:26])=[CH:23][CH:24]=1)[C:2]1[CH:3]=[CH:4][CH:5]=[CH:6][CH:7]=1, predict the reactants needed to synthesize it. (3) The reactants are: [C:1]([C:5]1[CH:10]=[CH:9][C:8]([NH:11][C:12](=[O:14])[CH3:13])=[CH:7][CH:6]=1)([CH3:4])([CH3:3])[CH3:2].C(OC(=O)C)(=O)C.[N+:22]([O-])([OH:24])=[O:23]. Given the product [C:1]([C:5]1[CH:10]=[CH:9][C:8]([NH:11][C:12](=[O:14])[CH3:13])=[C:7]([N+:22]([O-:24])=[O:23])[CH:6]=1)([CH3:4])([CH3:2])[CH3:3], predict the reactants needed to synthesize it. (4) Given the product [I:15][C:13]1[CH:12]=[CH:11][C:10]2[NH:16][C:4](=[O:3])[CH2:5][N:6]([CH3:7])[C:8](=[O:17])[C:9]=2[CH:14]=1, predict the reactants needed to synthesize it. The reactants are: C([O:3][C:4](=O)[CH2:5][N:6]([C:8](=[O:17])[C:9]1[CH:14]=[C:13]([I:15])[CH:12]=[CH:11][C:10]=1[NH2:16])[CH3:7])C.C([O-])([O-])=O.[K+].[K+]. (5) Given the product [C:1]([NH:8][CH2:9][C:10](=[O:16])[CH2:11][CH2:12][C:13]([O:15][CH2:18][CH2:19][CH2:20][CH2:21][CH2:22][CH2:23][CH2:24][CH2:25][CH2:26][C:27]([O:29][CH2:30][C:31]([Cl:32])([Cl:33])[Cl:34])=[O:28])=[O:14])([O:3][C:4]([CH3:7])([CH3:6])[CH3:5])=[O:2], predict the reactants needed to synthesize it. The reactants are: [C:1]([NH:8][CH2:9][C:10](=[O:16])[CH2:11][CH2:12][C:13]([OH:15])=[O:14])([O:3][C:4]([CH3:7])([CH3:6])[CH3:5])=[O:2].O[CH2:18][CH2:19][CH2:20][CH2:21][CH2:22][CH2:23][CH2:24][CH2:25][CH2:26][C:27]([O:29][CH2:30][C:31]([Cl:34])([Cl:33])[Cl:32])=[O:28].C1(N=C=NC2CCCCC2)CCCCC1.N1C=CC=CC=1. (6) Given the product [Cl:1][C:2]1[CH:10]=[CH:9][CH:8]=[C:7]([F:11])[C:3]=1[C:4]([NH:27][CH2:26][C:16]1([C:19]2[CH:20]=[N:21][C:22]([F:25])=[CH:23][CH:24]=2)[CH2:17][CH2:18][C:13]([F:12])([F:28])[CH2:14][CH2:15]1)=[O:6], predict the reactants needed to synthesize it. The reactants are: [Cl:1][C:2]1[CH:10]=[CH:9][CH:8]=[C:7]([F:11])[C:3]=1[C:4]([OH:6])=O.[F:12][C:13]1([F:28])[CH2:18][CH2:17][C:16]([CH2:26][NH2:27])([C:19]2[CH:20]=[N:21][C:22]([F:25])=[CH:23][CH:24]=2)[CH2:15][CH2:14]1. (7) Given the product [Cl:1][C:2]1[CH:3]=[C:4]([C:9]2[N:13]([CH3:14])[N:12]=[C:11]([C:15](=[N:20][NH:19][C:21]([NH:23][C:24]3[S:28][C:27]([C:29]([OH:31])=[O:30])=[CH:26][CH:25]=3)=[S:22])[CH3:16])[C:10]=2[OH:18])[CH:5]=[CH:6][C:7]=1[Cl:8], predict the reactants needed to synthesize it. The reactants are: [Cl:1][C:2]1[CH:3]=[C:4]([C:9]2[N:13]([CH3:14])[N:12]=[C:11]([C:15](=O)[CH3:16])[C:10]=2[OH:18])[CH:5]=[CH:6][C:7]=1[Cl:8].[NH:19]([C:21]([NH:23][C:24]1[S:28][C:27]([C:29]([OH:31])=[O:30])=[CH:26][CH:25]=1)=[S:22])[NH2:20]. (8) Given the product [OH2:7].[Br:1][C:2]1[CH:3]=[CH:4][C:5]([C:6]([N:8]([C@@H:10]2[CH2:15][CH2:14][N:13]([C:43]([CH:40]3[CH2:41][CH2:42][N:37]([C:35](=[O:36])[CH2:34][OH:33])[CH2:38][CH2:39]3)=[O:44])[CH2:12][C@H:11]2[C:16]2[CH:21]=[CH:20][C:19]([Cl:22])=[C:18]([Cl:23])[CH:17]=2)[CH3:9])=[O:7])=[CH:24][CH:25]=1, predict the reactants needed to synthesize it. The reactants are: [Br:1][C:2]1[CH:25]=[CH:24][C:5]([C:6]([N:8]([C@@H:10]2[CH2:15][CH2:14][NH:13][CH2:12][C@H:11]2[C:16]2[CH:21]=[CH:20][C:19]([Cl:22])=[C:18]([Cl:23])[CH:17]=2)[CH3:9])=[O:7])=[CH:4][CH:3]=1.C(N(CC)CC)C.[OH:33][CH2:34][C:35]([N:37]1[CH2:42][CH2:41][CH:40]([C:43](O)=[O:44])[CH2:39][CH2:38]1)=[O:36].CCOC(OC(OCC)=O)=O. (9) The reactants are: F[C:2]1[CH:7]=[CH:6][C:5]([N+:8]([O-:10])=[O:9])=[C:4]([F:11])[C:3]=1[F:12].[CH2:13]([OH:20])[C:14]1[CH:19]=[CH:18][CH:17]=[CH:16][CH:15]=1.C([O-])([O-])=O.[K+].[K+].O. Given the product [CH2:13]([O:20][C:2]1[CH:7]=[CH:6][C:5]([N+:8]([O-:10])=[O:9])=[C:4]([F:11])[C:3]=1[F:12])[C:14]1[CH:19]=[CH:18][CH:17]=[CH:16][CH:15]=1, predict the reactants needed to synthesize it.